From a dataset of Forward reaction prediction with 1.9M reactions from USPTO patents (1976-2016). Predict the product of the given reaction. (1) Given the reactants [CH2:1]([C:11]1[C:18]2[S:17][C:16]3[C:19]([CH2:27][CH2:28][CH2:29][CH2:30][CH2:31][CH2:32][CH2:33][CH2:34][CH2:35][CH3:36])=[C:20]([C:22]([O:24]CC)=[O:23])[S:21][C:15]=3[C:14]=2[S:13][C:12]=1[C:37]([O:39]CC)=[O:38])[CH2:2][CH2:3][CH2:4][CH2:5][CH2:6][CH2:7][CH2:8][CH2:9][CH3:10].[OH-].[Li+].C1COCC1, predict the reaction product. The product is: [CH2:27]([C:19]1[C:16]2[S:17][C:18]3[C:11]([CH2:1][CH2:2][CH2:3][CH2:4][CH2:5][CH2:6][CH2:7][CH2:8][CH2:9][CH3:10])=[C:12]([C:37]([OH:39])=[O:38])[S:13][C:14]=3[C:15]=2[S:21][C:20]=1[C:22]([OH:24])=[O:23])[CH2:28][CH2:29][CH2:30][CH2:31][CH2:32][CH2:33][CH2:34][CH2:35][CH3:36]. (2) Given the reactants [Cl:1][C:2]1[CH:3]=[CH:4][C:5]2[N:11]3[C:12]([N:15]4[CH2:20][CH2:19][CH:18]([C:21]5[CH:26]=[CH:25][CH:24]=[CH:23][CH:22]=5)[CH2:17][CH2:16]4)=[N:13][N:14]=[C:10]3[CH2:9][NH:8][CH2:7][C:6]=2[CH:27]=1.C(N(CC)CC)C.[C:35](OC(=O)C)(=[O:37])[CH3:36], predict the reaction product. The product is: [C:35]([N:8]1[CH2:7][C:6]2[CH:27]=[C:2]([Cl:1])[CH:3]=[CH:4][C:5]=2[N:11]2[C:12]([N:15]3[CH2:20][CH2:19][CH:18]([C:21]4[CH:22]=[CH:23][CH:24]=[CH:25][CH:26]=4)[CH2:17][CH2:16]3)=[N:13][N:14]=[C:10]2[CH2:9]1)(=[O:37])[CH3:36]. (3) Given the reactants [C:1]1([CH2:7][C:8]2[CH:13]=[CH:12][CH:11]=[CH:10][CH:9]=2)[CH:6]=[CH:5][CH:4]=[CH:3][CH:2]=1.[OH:14]N1C(=O)C2=CC=CC=C2C1=O.O=O, predict the reaction product. The product is: [C:7]([C:8]1[CH:9]=[CH:10][CH:11]=[CH:12][CH:13]=1)(=[O:14])[C:1]1[CH:6]=[CH:5][CH:4]=[CH:3][CH:2]=1. (4) Given the reactants [O:1]=[CH:2][C:3]1[CH:11]=[CH:10][C:8]([OH:9])=[C:5]([O:6][CH3:7])[CH:4]=1.[CH3:12][O:13][CH2:14][CH2:15]Br.CN(C=O)C.C([O-])([O-])=O.[K+].[K+], predict the reaction product. The product is: [CH3:7][O:6][C:5]1[CH:4]=[C:3]([CH:11]=[CH:10][C:8]=1[O:9][CH2:15][CH2:14][O:13][CH3:12])[CH:2]=[O:1]. (5) Given the reactants [Cl:1][C:2]1[CH:7]=[CH:6][CH:5]=[C:4]([C:8]([F:11])([F:10])[F:9])[C:3]=1[C:12]1[NH:13][C:14]2[CH:20]=[C:19]([C:21](O)=[O:22])[CH:18]=[CH:17][C:15]=2[N:16]=1.O=S(Cl)[Cl:26], predict the reaction product. The product is: [Cl:1][C:2]1[CH:7]=[CH:6][CH:5]=[C:4]([C:8]([F:11])([F:10])[F:9])[C:3]=1[C:12]1[NH:13][C:14]2[CH:20]=[C:19]([C:21]([Cl:26])=[O:22])[CH:18]=[CH:17][C:15]=2[N:16]=1.